Dataset: Full USPTO retrosynthesis dataset with 1.9M reactions from patents (1976-2016). Task: Predict the reactants needed to synthesize the given product. (1) Given the product [F:1][C:2]1[CH:3]=[CH:4][C:5]([C:6]([NH:7][CH2:8][C:9](=[O:11])[NH:29][CH:22]([C:19]2[CH:18]=[CH:17][C:16]([F:15])=[CH:21][CH:20]=2)[C:23]2[CH:24]=[CH:25][CH:26]=[CH:27][CH:28]=2)=[O:12])=[CH:13][CH:14]=1, predict the reactants needed to synthesize it. The reactants are: [F:1][C:2]1[CH:14]=[CH:13][C:5]([C:6](=[O:12])[NH:7][CH2:8][C:9]([OH:11])=O)=[CH:4][CH:3]=1.[F:15][C:16]1[CH:21]=[CH:20][C:19]([CH:22]([NH2:29])[C:23]2[CH:28]=[CH:27][CH:26]=[CH:25][CH:24]=2)=[CH:18][CH:17]=1. (2) Given the product [F:1][C:2]1[CH:3]=[C:4]([CH:26]=[CH:27][C:28]=1[OH:29])[CH2:5][C:6]1[C:15]2[NH:16][C:17]3[CH:18]=[CH:19][CH:20]=[CH:21][C:22]=3[C:14]=2[C:13]2[C:12](=[O:23])[CH2:11][C:10]([CH3:25])([CH3:24])[CH2:9][C:8]=2[N:7]=1, predict the reactants needed to synthesize it. The reactants are: [F:1][C:2]1[CH:3]=[C:4]([CH:26]=[CH:27][C:28]=1[O:29]C)[CH2:5][C:6]1[C:15]2[NH:16][C:17]3[CH:18]=[CH:19][CH:20]=[CH:21][C:22]=3[C:14]=2[C:13]2[C:12](=[O:23])[CH2:11][C:10]([CH3:25])([CH3:24])[CH2:9][C:8]=2[N:7]=1.B(Br)(Br)Br. (3) Given the product [Br:2][C:3]1[CH:12]=[C:11]2[C:6]([CH:7]=[CH:8][C:9]([CH:13]=[O:14])=[N:10]2)=[CH:5][CH:4]=1, predict the reactants needed to synthesize it. The reactants are: [Se].[Br:2][C:3]1[CH:12]=[C:11]2[C:6]([CH:7]=[CH:8][C:9]([CH3:13])=[N:10]2)=[CH:5][CH:4]=1.[O:14]1CCOCC1.